Dataset: Full USPTO retrosynthesis dataset with 1.9M reactions from patents (1976-2016). Task: Predict the reactants needed to synthesize the given product. (1) Given the product [CH:13]([O:12][C:10]1[CH:9]=[C:8]([O:16][C:17]2[CH:22]=[CH:21][C:20]([S:23]([CH3:26])(=[O:24])=[O:25])=[CH:19][CH:18]=2)[CH:7]=[C:6]([CH:11]=1)[C:5]([NH:29][C:30]1[S:31][CH:32]=[C:33]([CH3:35])[N:34]=1)=[O:27])([CH3:15])[CH3:14], predict the reactants needed to synthesize it. The reactants are: [OH-].[Na+].CO[C:5](=[O:27])[C:6]1[CH:11]=[C:10]([O:12][CH:13]([CH3:15])[CH3:14])[CH:9]=[C:8]([O:16][C:17]2[CH:22]=[CH:21][C:20]([S:23]([CH3:26])(=[O:25])=[O:24])=[CH:19][CH:18]=2)[CH:7]=1.Cl.[NH2:29][C:30]1[S:31][CH:32]=[C:33]([CH3:35])[N:34]=1.O.ON1C2C=CC=CC=2N=N1.Cl.CN(C)CCCN=C=NCC. (2) Given the product [CH3:24][C:22]1[N:23]=[C:15]2[C:14]([O:13][CH2:2][CH2:3][CH:4]([CH3:6])[CH3:5])=[CH:19][C:18]([CH3:20])=[CH:17][N:16]2[C:21]=1[C:25]([O:27][CH2:28][CH3:29])=[O:26], predict the reactants needed to synthesize it. The reactants are: I[CH2:2][CH2:3][CH:4]([CH3:6])[CH3:5].C(=O)([O-])[O-].[Cs+].[Cs+].[OH:13][C:14]1[C:15]2[N:16]([C:21]([C:25]([O:27][CH2:28][CH3:29])=[O:26])=[C:22]([CH3:24])[N:23]=2)[CH:17]=[C:18]([CH3:20])[CH:19]=1.O.